Task: Regression. Given a peptide amino acid sequence and an MHC pseudo amino acid sequence, predict their binding affinity value. This is MHC class I binding data.. Dataset: Peptide-MHC class I binding affinity with 185,985 pairs from IEDB/IMGT (1) The peptide sequence is VAAKGAPAL. The MHC is HLA-B15:09 with pseudo-sequence HLA-B15:09. The binding affinity (normalized) is 0.0847. (2) The peptide sequence is RRYTRRISL. The MHC is HLA-A01:01 with pseudo-sequence HLA-A01:01. The binding affinity (normalized) is 0.0847. (3) The peptide sequence is MLHNPTSET. The MHC is HLA-A02:06 with pseudo-sequence HLA-A02:06. The binding affinity (normalized) is 0. (4) The peptide sequence is VYERQPCWY. The MHC is HLA-B58:01 with pseudo-sequence HLA-B58:01. The binding affinity (normalized) is 0.0847. (5) The peptide sequence is DVMLVTLPV. The MHC is HLA-A31:01 with pseudo-sequence HLA-A31:01. The binding affinity (normalized) is 0.203. (6) The peptide sequence is FWLMVYEGL. The MHC is HLA-A02:03 with pseudo-sequence HLA-A02:03. The binding affinity (normalized) is 0.0847. (7) The peptide sequence is NAVKNNYDF. The MHC is H-2-Db with pseudo-sequence H-2-Db. The binding affinity (normalized) is 0.235.